Dataset: Full USPTO retrosynthesis dataset with 1.9M reactions from patents (1976-2016). Task: Predict the reactants needed to synthesize the given product. Given the product [O:1]1[CH:5]=[CH:4][C:3]([C:6]2[N:10]=[C:11]([C:12]([O:14][CH2:15][CH3:16])=[O:13])[NH:9][N:8]=2)=[N:2]1, predict the reactants needed to synthesize it. The reactants are: [O:1]1[CH:5]=[CH:4][C:3]([C:6]([NH:8][NH2:9])=O)=[N:2]1.[NH2:10][C:11](=S)[C:12]([O:14][CH2:15][CH3:16])=[O:13].[Cl-].[NH4+].